Dataset: Full USPTO retrosynthesis dataset with 1.9M reactions from patents (1976-2016). Task: Predict the reactants needed to synthesize the given product. (1) The reactants are: [C:1]([C:3]1[C:4]2[CH:5]=[CH:6][C:7]([NH:13][S:14]([C:17]3[CH:22]=[CH:21][CH:20]=[CH:19][CH:18]=3)(=[O:16])=[O:15])=[CH:8][C:9]=2[CH2:10][CH2:11][CH:12]=1)#[N:2].CCO.[H][H]. Given the product [C:1]([CH:3]1[CH2:12][CH2:11][CH2:10][C:9]2[CH:8]=[C:7]([NH:13][S:14]([C:17]3[CH:22]=[CH:21][CH:20]=[CH:19][CH:18]=3)(=[O:15])=[O:16])[CH:6]=[CH:5][C:4]1=2)#[N:2], predict the reactants needed to synthesize it. (2) Given the product [CH3:1][O:2][CH:3]([O:12][CH3:13])[CH2:4][N:5]([CH2:6][C:7]1[S:8][CH:9]=[CH:10][CH:11]=1)[S:26]([C:23]1[CH:24]=[CH:25][C:20]([CH3:30])=[CH:21][CH:22]=1)(=[O:28])=[O:27], predict the reactants needed to synthesize it. The reactants are: [CH3:1][O:2][CH:3]([O:12][CH3:13])[CH2:4][NH:5][CH2:6][C:7]1[S:8][CH:9]=[CH:10][CH:11]=1.N1C=CC=CC=1.[C:20]1([CH3:30])[CH:25]=[CH:24][C:23]([S:26](Cl)(=[O:28])=[O:27])=[CH:22][CH:21]=1. (3) Given the product [CH:49]1([NH:50][C:22]([C:21]2[C:20]([CH3:28])=[C:19]([CH:27]=[CH:26][CH:25]=2)[O:18][C:12]2[C:11]([C:29]([NH:30][CH2:31][C:32]3[CH:37]=[CH:36][C:35]([O:38][CH3:39])=[CH:34][CH:33]=3)=[O:40])=[C:10]([NH:9][C:3]3[CH:4]=[CH:5][C:6]([I:8])=[CH:7][C:2]=3[F:1])[N:15]([CH3:16])[C:14](=[O:17])[CH:13]=2)=[O:23])[CH2:47][CH2:48]1, predict the reactants needed to synthesize it. The reactants are: [F:1][C:2]1[CH:7]=[C:6]([I:8])[CH:5]=[CH:4][C:3]=1[NH:9][C:10]1[N:15]([CH3:16])[C:14](=[O:17])[CH:13]=[C:12]([O:18][C:19]2[C:20]([CH3:28])=[C:21]([CH:25]=[CH:26][CH:27]=2)[C:22](O)=[O:23])[C:11]=1[C:29](=[O:40])[NH:30][CH2:31][C:32]1[CH:37]=[CH:36][C:35]([O:38][CH3:39])=[CH:34][CH:33]=1.Cl.C(N=C=N[CH2:47][CH2:48][CH2:49][N:50](C)C)C.ON1C2C=CC=CC=2N=N1.C1(CN)CC1.[Cl-].[Li+]. (4) The reactants are: [N:1]1[N:2]=[N:3][N:4]2[CH:8]([C:9]([O:11]C)=[O:10])[CH2:7][CH2:6][C:5]=12.[Li+].[OH-]. Given the product [N:1]1[N:2]=[N:3][N:4]2[CH:8]([C:9]([OH:11])=[O:10])[CH2:7][CH2:6][C:5]=12, predict the reactants needed to synthesize it. (5) Given the product [CH3:30][NH:29][C:27]([C:24]1[CH:23]=[N:22][C:21]([O:20][C:19]2[C:2]([I:1])=[CH:3][C:4]3[CH2:10][CH2:9][NH:8][CH2:7][CH2:6][C:5]=3[CH:18]=2)=[CH:26][CH:25]=1)=[O:28], predict the reactants needed to synthesize it. The reactants are: [I:1][C:2]1[C:19]([O:20][C:21]2[CH:26]=[CH:25][C:24]([C:27]([NH:29][CH3:30])=[O:28])=[CH:23][N:22]=2)=[CH:18][C:5]2[CH2:6][CH2:7][N:8](C(OC(C)(C)C)=O)[CH2:9][CH2:10][C:4]=2[CH:3]=1.C(OC1C=CC2CCNCCC=2C=1)C1C=CC=CC=1. (6) The reactants are: [C:1]1([CH2:7][C:8]([NH:10][C@@H:11]2[C:35](=[O:36])[N:13]3[C:14]([C:19]([O:21][CH:22]([C:29]4[CH:34]=[CH:33][CH:32]=[CH:31][CH:30]=4)[C:23]4[CH:28]=[CH:27][CH:26]=[CH:25][CH:24]=4)=[O:20])=[C:15]([OH:18])[CH2:16][S:17][C@H:12]23)=[O:9])[CH:6]=[CH:5][CH:4]=[CH:3][CH:2]=1.C(N(C(C)C)C(C)C)C.[CH3:46][S:47](Cl)(=[O:49])=[O:48].O. Given the product [C:1]1([CH2:7][C:8]([NH:10][C@@H:11]2[C:35](=[O:36])[N:13]3[C:14]([C:19]([O:21][CH:22]([C:23]4[CH:24]=[CH:25][CH:26]=[CH:27][CH:28]=4)[C:29]4[CH:34]=[CH:33][CH:32]=[CH:31][CH:30]=4)=[O:20])=[C:15]([O:18][S:47]([CH3:46])(=[O:49])=[O:48])[CH2:16][S:17][C@H:12]23)=[O:9])[CH:6]=[CH:5][CH:4]=[CH:3][CH:2]=1, predict the reactants needed to synthesize it.